From a dataset of NCI-60 drug combinations with 297,098 pairs across 59 cell lines. Regression. Given two drug SMILES strings and cell line genomic features, predict the synergy score measuring deviation from expected non-interaction effect. (1) Drug 1: C1C(C(OC1N2C=NC3=C(N=C(N=C32)Cl)N)CO)O. Drug 2: C1=NC(=NC(=O)N1C2C(C(C(O2)CO)O)O)N. Cell line: HS 578T. Synergy scores: CSS=15.4, Synergy_ZIP=-2.24, Synergy_Bliss=7.47, Synergy_Loewe=1.35, Synergy_HSA=3.02. (2) Drug 1: CNC(=O)C1=NC=CC(=C1)OC2=CC=C(C=C2)NC(=O)NC3=CC(=C(C=C3)Cl)C(F)(F)F. Drug 2: C(CCl)NC(=O)N(CCCl)N=O. Cell line: HS 578T. Synergy scores: CSS=11.0, Synergy_ZIP=-7.04, Synergy_Bliss=-6.02, Synergy_Loewe=-10.8, Synergy_HSA=-7.25. (3) Drug 1: CNC(=O)C1=CC=CC=C1SC2=CC3=C(C=C2)C(=NN3)C=CC4=CC=CC=N4. Drug 2: C1C(C(OC1N2C=NC3=C2NC=NCC3O)CO)O. Cell line: BT-549. Synergy scores: CSS=8.87, Synergy_ZIP=1.70, Synergy_Bliss=7.04, Synergy_Loewe=4.74, Synergy_HSA=5.39. (4) Drug 1: C1=CC(=C2C(=C1NCCNCCO)C(=O)C3=C(C=CC(=C3C2=O)O)O)NCCNCCO. Drug 2: CCCCC(=O)OCC(=O)C1(CC(C2=C(C1)C(=C3C(=C2O)C(=O)C4=C(C3=O)C=CC=C4OC)O)OC5CC(C(C(O5)C)O)NC(=O)C(F)(F)F)O. Cell line: RXF 393. Synergy scores: CSS=15.0, Synergy_ZIP=-4.96, Synergy_Bliss=-7.99, Synergy_Loewe=-7.18, Synergy_HSA=-5.55.